From a dataset of Forward reaction prediction with 1.9M reactions from USPTO patents (1976-2016). Predict the product of the given reaction. (1) The product is: [O:14]1[C:18]2[CH:19]=[CH:20][CH:21]=[CH:22][C:17]=2[CH:16]=[C:15]1[C:2]1[CH:11]=[CH:10][C:9]([O:12][CH3:13])=[C:8]2[C:3]=1[CH:4]=[CH:5][CH:6]=[N:7]2. Given the reactants Cl[C:2]1[CH:11]=[CH:10][C:9]([O:12][CH3:13])=[C:8]2[C:3]=1[CH:4]=[CH:5][CH:6]=[N:7]2.[O:14]1[C:18]2[CH:19]=[CH:20][CH:21]=[CH:22][C:17]=2[CH:16]=[C:15]1B(O)O.[F-].[K+].C(P(C(C)(C)C)C1C=CC=CC=1C1C=CC=CC=1)(C)(C)C, predict the reaction product. (2) The product is: [CH2:1]([O:3][C:4]([C:6]1[N:7]=[C:8]([Br:23])[N:9]([CH:20]([CH3:22])[CH3:21])[C:10]=1[CH:11]([C:13]1[CH:18]=[CH:17][C:16]([Cl:19])=[CH:15][CH:14]=1)[NH:28][C:27]1[CH:29]=[C:30]([CH3:33])[CH:31]=[CH:32][C:26]=1[O:25][CH3:24])=[O:5])[CH3:2]. Given the reactants [CH2:1]([O:3][C:4]([C:6]1[N:7]=[C:8]([Br:23])[N:9]([CH:20]([CH3:22])[CH3:21])[C:10]=1[CH:11]([C:13]1[CH:18]=[CH:17][C:16]([Cl:19])=[CH:15][CH:14]=1)O)=[O:5])[CH3:2].[CH3:24][O:25][C:26]1[CH:32]=[CH:31][C:30]([CH3:33])=[CH:29][C:27]=1[NH2:28], predict the reaction product. (3) Given the reactants [Br:1][C:2]1[CH:3]=[C:4]2[C:9](=[CH:10][CH:11]=1)[O:8][CH2:7][CH2:6][C:5]2=[N:12]S(C(C)(C)C)=O.Cl, predict the reaction product. The product is: [Br:1][C:2]1[CH:3]=[C:4]2[C:9](=[CH:10][CH:11]=1)[O:8][CH2:7][CH2:6][C:5]2=[NH:12]. (4) Given the reactants Br[C:2]1[CH:7]=[CH:6][C:5]([S:8]([N:11]([CH2:16][C:17]2[CH:22]=[CH:21][C:20]([F:23])=[CH:19][CH:18]=2)[CH2:12][CH:13]([CH3:15])[CH3:14])(=[O:10])=[O:9])=[CH:4][CH:3]=1.[NH2:24][CH:25]1[CH2:30][CH2:29][N:28]([C:31]([O:33][C:34]([CH3:37])([CH3:36])[CH3:35])=[O:32])[CH2:27][CH2:26]1.CC1(C)C2C(=C(P(C3C=CC=CC=3)C3C=CC=CC=3)C=CC=2)OC2C(P(C3C=CC=CC=3)C3C=CC=CC=3)=CC=CC1=2.CC(C)([O-])C.[Na+], predict the reaction product. The product is: [C:34]([O:33][C:31]([N:28]1[CH2:29][CH2:30][CH:25]([NH:24][C:2]2[CH:7]=[CH:6][C:5]([S:8](=[O:10])(=[O:9])[N:11]([CH2:16][C:17]3[CH:22]=[CH:21][C:20]([F:23])=[CH:19][CH:18]=3)[CH2:12][CH:13]([CH3:15])[CH3:14])=[CH:4][CH:3]=2)[CH2:26][CH2:27]1)=[O:32])([CH3:37])([CH3:35])[CH3:36]. (5) The product is: [CH2:47]([O:49][C:50]([C:52]1([NH:55][C:3]([C:5]2[C:6]([OH:29])=[C:7]3[C:12](=[CH:13][N:14]=2)[N:11]([CH2:15][C:16]2[CH:21]=[CH:20][CH:19]=[CH:18][CH:17]=2)[C:10](=[O:22])[C:9]([C:23]2[CH:28]=[CH:27][CH:26]=[CH:25][CH:24]=2)=[CH:8]3)=[O:4])[CH2:54][CH2:53]1)=[O:51])[CH3:48]. Given the reactants CO[C:3]([C:5]1[C:6]([OH:29])=[C:7]2[C:12](=[CH:13][N:14]=1)[N:11]([CH2:15][C:16]1[CH:21]=[CH:20][CH:19]=[CH:18][CH:17]=1)[C:10](=[O:22])[C:9]([C:23]1[CH:28]=[CH:27][CH:26]=[CH:25][CH:24]=1)=[CH:8]2)=[O:4].[OH-].[Na+].C1C=CC2N(O)N=NC=2C=1.C(Cl)CCl.Cl.[CH2:47]([O:49][C:50]([C:52]1([NH2:55])[CH2:54][CH2:53]1)=[O:51])[CH3:48].CCN(C(C)C)C(C)C, predict the reaction product. (6) Given the reactants [C:1](N1C=CN=C1)(N1C=CN=C1)=[O:2].[N:13]1[CH:14]=[CH:15][N:16]2[CH2:21][CH:20]([CH2:22][OH:23])[CH2:19][CH2:18][C:17]=12.O.Cl.Cl.[CH2:27]1[C:35]2[C:30](=[CH:31][CH:32]=[CH:33][CH:34]=2)[CH2:29][CH:28]1[NH:36][C:37]1[N:38]=[CH:39][C:40]2[CH2:45][NH:44][CH2:43][C:41]=2[N:42]=1.C(N(C(C)C)CC)(C)C, predict the reaction product. The product is: [CH2:29]1[C:30]2[C:35](=[CH:34][CH:33]=[CH:32][CH:31]=2)[CH2:27][CH:28]1[NH:36][C:37]1[N:38]=[CH:39][C:40]2[CH2:45][N:44]([C:1]([O:23][CH2:22][CH:20]3[CH2:21][N:16]4[CH:15]=[CH:14][N:13]=[C:17]4[CH2:18][CH2:19]3)=[O:2])[CH2:43][C:41]=2[N:42]=1.